Dataset: Forward reaction prediction with 1.9M reactions from USPTO patents (1976-2016). Task: Predict the product of the given reaction. (1) Given the reactants Cl[C:2]1[CH:3]=[CH:4][C:5]([N+:26]([O-])=O)=[C:6]([CH:25]=1)[C:7]([NH:9][C:10]1[CH:14]=[CH:13][N:12]([C:15]2[CH:20]=[CH:19][CH:18]=[C:17]([C:21]([F:24])([F:23])[F:22])[CH:16]=2)[N:11]=1)=[O:8].CC1C=C(N2C=CC(NC(C3C=C(N4CCCCC4)C=CC=3N[C:58]([C:60]3[CH:61]=[C:62]([CH:70]=[CH:71][CH:72]=3)[CH2:63][S:64][CH2:65][CH2:66][C:67]([OH:69])=[O:68])=[O:59])=O)=N2)C=CC=1C.ClC1C=CC([N+]([O-])=O)=C(C=1)C(NC1C=C[N:84]([C:87]2[CH:92]=[CH:91][C:90]([CH3:93])=C(C)C=2)N=1)=O, predict the reaction product. The product is: [N:84]1([C:2]2[CH:3]=[CH:4][C:5]([NH:26][C:58]([C:60]3[CH:61]=[C:62]([CH:70]=[CH:71][CH:72]=3)[CH2:63][S:64][CH2:65][CH2:66][C:67]([OH:69])=[O:68])=[O:59])=[C:6]([C:7](=[O:8])[NH:9][C:10]3[CH:14]=[CH:13][N:12]([C:15]4[CH:20]=[CH:19][CH:18]=[C:17]([C:21]([F:24])([F:23])[F:22])[CH:16]=4)[N:11]=3)[CH:25]=2)[CH2:87][CH2:92][CH2:91][CH2:90][CH2:93]1. (2) The product is: [C:15]([O:14][C:12]([N:10]1[CH2:11][CH:8]([C:3]2[C:2]([C:21]3[CH:22]=[CH:23][CH:24]=[CH:25][C:20]=3[OH:19])=[N:7][CH:6]=[CH:5][N:4]=2)[CH2:9]1)=[O:13])([CH3:18])([CH3:17])[CH3:16]. Given the reactants Cl[C:2]1[C:3]([CH:8]2[CH2:11][N:10]([C:12]([O:14][C:15]([CH3:18])([CH3:17])[CH3:16])=[O:13])[CH2:9]2)=[N:4][CH:5]=[CH:6][N:7]=1.[OH:19][C:20]1[CH:25]=[CH:24][CH:23]=[CH:22][C:21]=1B(O)O.[O-]P([O-])([O-])=O.[K+].[K+].[K+].O, predict the reaction product. (3) Given the reactants [S:1]1[C:13]2[C:12]3[CH:11]=[CH:10][CH:9]=[CH:8][C:7]=3[N:6]=[CH:5][C:4]=2[N:3]=[C:2]1S.[OH-].[Na+].OO, predict the reaction product. The product is: [S:1]1[C:13]2[C:12]3[CH:11]=[CH:10][CH:9]=[CH:8][C:7]=3[N:6]=[CH:5][C:4]=2[N:3]=[CH:2]1.